Task: Predict the reactants needed to synthesize the given product.. Dataset: Full USPTO retrosynthesis dataset with 1.9M reactions from patents (1976-2016) (1) The reactants are: B.[CH3:2][O:3][C:4]1[CH:5]=[C:6]([C:10]([CH3:14])([CH3:13])[C:11]#[N:12])[CH:7]=[CH:8][CH:9]=1.CO. Given the product [CH3:2][O:3][C:4]1[CH:5]=[C:6]([C:10]([CH3:14])([CH3:13])[CH2:11][NH2:12])[CH:7]=[CH:8][CH:9]=1, predict the reactants needed to synthesize it. (2) The reactants are: [NH2:1][C:2]1[CH:3]=[CH:4][CH:5]=[C:6]2[C:11]=1[N:10]=[CH:9][CH:8]=[CH:7]2.[F:12][C:13]1[CH:18]=[CH:17][CH:16]=[C:15]([F:19])[C:14]=1[S:20](Cl)(=[O:22])=[O:21]. Given the product [F:12][C:13]1[CH:18]=[CH:17][CH:16]=[C:15]([F:19])[C:14]=1[S:20]([NH:1][C:2]1[CH:3]=[CH:4][CH:5]=[C:6]2[C:11]=1[N:10]=[CH:9][CH:8]=[CH:7]2)(=[O:22])=[O:21], predict the reactants needed to synthesize it. (3) Given the product [CH2:1]([O:3][C:4]([NH:6][C@H:7]([C:29]([OH:31])=[O:30])[CH2:8][O:9][C:10]1[CH:11]=[C:12]([C:16]2[CH:21]=[CH:20][CH:19]=[C:18]([NH:22][C:23]([NH:25][CH2:26][CH2:27][CH3:28])=[O:24])[CH:17]=2)[CH:13]=[CH:14][CH:15]=1)=[O:5])[CH3:2], predict the reactants needed to synthesize it. The reactants are: [CH2:1]([O:3][C:4]([NH:6][C@H:7]([C:29]([O:31]C)=[O:30])[CH2:8][O:9][C:10]1[CH:11]=[C:12]([C:16]2[CH:21]=[CH:20][CH:19]=[C:18]([NH:22][C:23]([NH:25][CH2:26][CH2:27][CH3:28])=[O:24])[CH:17]=2)[CH:13]=[CH:14][CH:15]=1)=[O:5])[CH3:2].[OH-].[Li+]. (4) Given the product [OH:30][CH2:2][CH2:1][C:3]1[C:12]2[C:7](=[CH:8][CH:9]=[CH:10][CH:11]=2)[C:6]([NH:13][C:14](=[O:20])[O:15][C:16]([CH3:19])([CH3:18])[CH3:17])=[CH:5][CH:4]=1, predict the reactants needed to synthesize it. The reactants are: [CH:1]([C:3]1[C:12]2[C:7](=[CH:8][CH:9]=[CH:10][CH:11]=2)[C:6]([NH:13][C:14](=[O:20])[O:15][C:16]([CH3:19])([CH3:18])[CH3:17])=[CH:5][CH:4]=1)=[CH2:2].B1C2CCCC1CCC2.[OH-:30].[Na+].OO. (5) Given the product [F:30][C:24]1[CH:25]=[CH:26][CH:27]=[C:28]([F:29])[C:23]=1[NH:22][C:20](=[O:21])[C:19]1[CH:31]=[CH:32][CH:33]=[C:17]([C:9]2[N:10]=[C:11]3[CH:16]=[CH:15][CH:14]=[CH:13][N:12]3[C:8]=2[C:6]2[CH:5]=[CH:4][N:3]=[C:2]([NH:43][C:42]3[CH:44]=[CH:45][CH:46]=[C:40]([C:38]4[CH:37]=[N:36][N:35]([CH3:34])[CH:39]=4)[CH:41]=3)[N:7]=2)[CH:18]=1, predict the reactants needed to synthesize it. The reactants are: Cl[C:2]1[N:7]=[C:6]([C:8]2[N:12]3[CH:13]=[CH:14][CH:15]=[CH:16][C:11]3=[N:10][C:9]=2[C:17]2[CH:18]=[C:19]([CH:31]=[CH:32][CH:33]=2)[C:20]([NH:22][C:23]2[C:28]([F:29])=[CH:27][CH:26]=[CH:25][C:24]=2[F:30])=[O:21])[CH:5]=[CH:4][N:3]=1.[CH3:34][N:35]1[CH:39]=[C:38]([C:40]2[CH:41]=[C:42]([CH:44]=[CH:45][CH:46]=2)[NH2:43])[CH:37]=[N:36]1.Cl.C([O-])(O)=O.[Na+]. (6) Given the product [CH:1]1([C@H:4]2[C@H:13]([CH3:14])[C@@H:12]([NH:15][C:16]3[C:21]([OH:22])=[CH:20][CH:19]=[CH:18][N:17]=3)[C:11]3[C:6](=[CH:7][CH:8]=[CH:9][CH:10]=3)[N:5]2[C:24](=[O:26])[CH3:25])[CH2:2][CH2:3]1, predict the reactants needed to synthesize it. The reactants are: [CH:1]1([C@H:4]2[C@H:13]([CH3:14])[C@@H:12]([NH:15][C:16]3[C:21]([O:22]C)=[CH:20][CH:19]=[CH:18][N:17]=3)[C:11]3[C:6](=[CH:7][CH:8]=[CH:9][CH:10]=3)[N:5]2[C:24](=[O:26])[CH3:25])[CH2:3][CH2:2]1.B(Br)(Br)Br. (7) Given the product [Cl:1][C:2]1[C:7]2=[N:8][CH:11]=[CH:13][N:9]=[C:6]2[CH:5]=[C:4]([Cl:10])[N:3]=1, predict the reactants needed to synthesize it. The reactants are: [Cl:1][C:2]1[C:7]([NH2:8])=[C:6]([NH2:9])[CH:5]=[C:4]([Cl:10])[N:3]=1.[CH:11]([CH:13]=O)=O. (8) Given the product [ClH:1].[NH2:15][C@@H:16]([CH3:54])[C:17]([NH:19][C@@H:20]([CH3:53])[C:21]([NH:23][CH2:24][C:25](=[C:27]1[CH2:32][CH2:31][CH2:30][N:29]([C:33]2[C:42]([O:43][CH3:44])=[C:41]3[C:36]([C:37](=[O:51])[C:38]([C:48]([OH:50])=[O:49])=[CH:39][N:40]3[CH:45]3[CH2:46][CH2:47]3)=[CH:35][C:34]=2[F:52])[CH2:28]1)[F:26])=[O:22])=[O:18], predict the reactants needed to synthesize it. The reactants are: [ClH:1].O1CCOCC1.C(OC([NH:15][C@@H:16]([CH3:54])[C:17]([NH:19][CH:20]([CH3:53])[C:21]([NH:23][CH2:24][C:25](=[C:27]1[CH2:32][CH2:31][CH2:30][N:29]([C:33]2[C:42]([O:43][CH3:44])=[C:41]3[C:36]([C:37](=[O:51])[C:38]([C:48]([OH:50])=[O:49])=[CH:39][N:40]3[CH:45]3[CH2:47][CH2:46]3)=[CH:35][C:34]=2[F:52])[CH2:28]1)[F:26])=[O:22])=[O:18])=O)(C)(C)C. (9) Given the product [F:9][C:6]1[CH:5]=[C:4]([C@@H:10]2[CH2:19][CH2:18][CH2:17][C@H:16]3[N:11]2[C:12](=[O:20])[CH2:13][CH2:14][CH2:15]3)[CH:3]=[C:2]([F:1])[C:7]=1[F:8], predict the reactants needed to synthesize it. The reactants are: [F:1][C:2]1[CH:3]=[C:4]([C@@H:10]2[CH2:19][CH2:18][CH2:17][C@H:16]3[N:11]2[C:12](=[O:20])[CH2:13][CH:14]=[CH:15]3)[CH:5]=[C:6]([F:9])[C:7]=1[F:8].[H][H]. (10) The reactants are: [SH:1][CH2:2][CH2:3][OH:4].[N+:5]([C:8]1[CH:15]=[CH:14][C:11]([CH2:12]Br)=[CH:10][CH:9]=1)([O-:7])=[O:6].C([O-])([O-])=O.[K+].[K+]. Given the product [N+:5]([C:8]1[CH:15]=[CH:14][C:11]([CH2:12][S:1][CH2:2][CH2:3][OH:4])=[CH:10][CH:9]=1)([O-:7])=[O:6], predict the reactants needed to synthesize it.